From a dataset of Catalyst prediction with 721,799 reactions and 888 catalyst types from USPTO. Predict which catalyst facilitates the given reaction. Reactant: [Cl:1][C:2]1[N:3]=[C:4]([N:11]2[CH2:16][CH2:15][O:14][CH2:13][CH2:12]2)[C:5]2[S:10][CH:9]=[CH:8][C:6]=2[N:7]=1.[CH2:17]([Li])CCC.IC.O. Product: [Cl:1][C:2]1[N:3]=[C:4]([N:11]2[CH2:16][CH2:15][O:14][CH2:13][CH2:12]2)[C:5]2[S:10][C:9]([CH3:17])=[CH:8][C:6]=2[N:7]=1. The catalyst class is: 1.